From a dataset of Full USPTO retrosynthesis dataset with 1.9M reactions from patents (1976-2016). Predict the reactants needed to synthesize the given product. Given the product [NH:5]1[CH:9]=[CH:8][C:7]([C:10]2[CH:15]=[CH:14][CH:13]=[CH:12][N:11]=2)=[CH:6]1, predict the reactants needed to synthesize it. The reactants are: C([Si](C(C)C)(C(C)C)[N:5]1[CH:9]=[CH:8][C:7]([C:10]2[CH:15]=[CH:14][CH:13]=[CH:12][N:11]=2)=[CH:6]1)(C)C.CCCC[N+](CCCC)(CCCC)CCCC.[F-].